Task: Predict the reactants needed to synthesize the given product.. Dataset: Full USPTO retrosynthesis dataset with 1.9M reactions from patents (1976-2016) (1) Given the product [Cl:67][C:55]1[CH:54]=[CH:53][C:52]([C:20]2[C:21]([C@@H:23]([NH:33][C:34](=[O:51])[CH2:35][N:36]3[C:40]4[C:41]([F:45])([F:46])[C@@H:42]5[CH2:44][C@@H:43]5[C:39]=4[C:38]([C:47]([F:48])([F:49])[F:50])=[N:37]3)[CH2:24][C:25]3[CH:30]=[C:29]([F:31])[CH:28]=[C:27]([F:32])[CH:26]=3)=[N:22][C:17]([C:16]#[C:15][C:10]3([CH2:9][OH:8])[CH2:14][CH2:13][CH2:12][CH2:11]3)=[CH:18][CH:19]=2)=[C:60]2[C:56]=1[C:57]([NH:62][S:63]([CH3:66])(=[O:64])=[O:65])=[N:58][N:59]2[CH3:61], predict the reactants needed to synthesize it. The reactants are: [Si]([O:8][CH2:9][C:10]1([C:15]#[C:16][C:17]2[N:22]=[C:21]([C@@H:23]([NH:33][C:34](=[O:51])[CH2:35][N:36]3[C:40]4[C:41]([F:46])([F:45])[C@@H:42]5[CH2:44][C@@H:43]5[C:39]=4[C:38]([C:47]([F:50])([F:49])[F:48])=[N:37]3)[CH2:24][C:25]3[CH:30]=[C:29]([F:31])[CH:28]=[C:27]([F:32])[CH:26]=3)[C:20]([C:52]3[CH:53]=[CH:54][C:55]([Cl:67])=[C:56]4[C:60]=3[N:59]([CH3:61])[N:58]=[C:57]4[NH:62][S:63]([CH3:66])(=[O:65])=[O:64])=[CH:19][CH:18]=2)[CH2:14][CH2:13][CH2:12][CH2:11]1)(C(C)(C)C)(C)C.CCCC[N+](CCCC)(CCCC)CCCC.[F-]. (2) Given the product [Cl:15][C:12]1[CH:11]=[CH:10][C:9]([S:8][CH2:17][CH3:18])=[CH:14][CH:13]=1, predict the reactants needed to synthesize it. The reactants are: [CH:10]1[C:9]([S:8][S:8][C:9]2[CH:14]=[CH:13][C:12]([Cl:15])=[CH:11][CH:10]=2)=[CH:14][CH:13]=[C:12]([Cl:15])[CH:11]=1.[CH2:17](I)[CH3:18]. (3) The reactants are: C(OC(=O)[NH:7][C:8]1[CH:13]=[CH:12][C:11]([C:14]2[CH:19]=CC=[CH:16][C:15]=2F)=[CH:10][C:9]=1[NH:21][C:22](=[O:37])[CH2:23][C:24](=O)[C:25]1[CH:30]=[CH:29][CH:28]=[C:27]([N:31]2[CH:35]=[CH:34][N:33]=[N:32]2)[CH:26]=1)(C)(C)C.[C:39](O)([C:41]([F:44])(F)F)=O. Given the product [F:44][C:41]1[CH:39]=[CH:19][C:14]([C:11]2[CH:12]=[CH:13][C:8]3[N:7]=[C:24]([C:25]4[CH:30]=[CH:29][CH:28]=[C:27]([N:31]5[CH:35]=[CH:34][N:33]=[N:32]5)[CH:26]=4)[CH2:23][C:22](=[O:37])[NH:21][C:9]=3[CH:10]=2)=[CH:15][CH:16]=1, predict the reactants needed to synthesize it. (4) Given the product [NH2:26][C:27]1[CH:37]=[CH:36][C:35]([C:2]2[CH:3]=[C:4]3[C:10]([C:11]4[N:12]([CH2:16][CH3:17])[N:13]=[CH:14][CH:15]=4)=[CH:9][N:8]([CH2:18][O:19][C:20](=[O:25])[C:21]([CH3:24])([CH3:23])[CH3:22])[C:5]3=[N:6][CH:7]=2)=[CH:34][C:28]=1[C:29](=[O:30])[N:31]([CH3:32])[CH3:33], predict the reactants needed to synthesize it. The reactants are: Br[C:2]1[CH:3]=[C:4]2[C:10]([C:11]3[N:12]([CH2:16][CH3:17])[N:13]=[CH:14][CH:15]=3)=[CH:9][N:8]([CH2:18][O:19][C:20](=[O:25])[C:21]([CH3:24])([CH3:23])[CH3:22])[C:5]2=[N:6][CH:7]=1.[NH2:26][C:27]1[CH:37]=[CH:36][C:35](B2OC(C)(C)C(C)(C)O2)=[CH:34][C:28]=1[C:29]([N:31]([CH3:33])[CH3:32])=[O:30].ClCCl.C(=O)([O-])[O-].[Na+].[Na+].